Dataset: Forward reaction prediction with 1.9M reactions from USPTO patents (1976-2016). Task: Predict the product of the given reaction. (1) Given the reactants C([O-])([O-])=O.[Na+].[Na+].Br[C:8]1[CH:13]=[CH:12][C:11]([F:14])=[CH:10][N:9]=1.[F:15][C:16]1[CH:17]=[C:18](B(O)O)[CH:19]=[CH:20][C:21]=1[O:22][CH3:23], predict the reaction product. The product is: [F:14][C:11]1[CH:12]=[CH:13][C:8]([C:18]2[CH:19]=[CH:20][C:21]([O:22][CH3:23])=[C:16]([F:15])[CH:17]=2)=[N:9][CH:10]=1. (2) Given the reactants C(O[C:4]([C:6]1[C:7](=[O:22])[N:8]([CH2:20][CH3:21])[C:9](=[O:19])[N:10]([C:12]2[CH:17]=[CH:16][C:15]([F:18])=[CH:14][CH:13]=2)[CH:11]=1)=[O:5])C.[Li+].[OH-].[CH3:25][O:26][C:27]1[CH:28]=[C:29]2[C:34](=[CH:35][C:36]=1[O:37][CH3:38])[N:33]=[CH:32][CH:31]=[C:30]2[O:39][C:40]1[CH:45]=[CH:44][C:43]([NH2:46])=[CH:42][C:41]=1[F:47], predict the reaction product. The product is: [CH3:25][O:26][C:27]1[CH:28]=[C:29]2[C:34](=[CH:35][C:36]=1[O:37][CH3:38])[N:33]=[CH:32][CH:31]=[C:30]2[O:39][C:40]1[CH:45]=[CH:44][C:43]([NH:46][C:4]([C:6]2[C:7](=[O:22])[N:8]([CH2:20][CH3:21])[C:9](=[O:19])[N:10]([C:12]3[CH:13]=[CH:14][C:15]([F:18])=[CH:16][CH:17]=3)[CH:11]=2)=[O:5])=[CH:42][C:41]=1[F:47]. (3) Given the reactants [Cl:1][C:2]1[C:3]2[N:4]([C:8]([CH:27]3[CH2:30]C(=C)[CH2:28]3)=[N:9][C:10]=2[C:11]2[CH:20]=[C:19]3[C:14]([CH:15]=[CH:16][C:17]([C:21]4[CH:26]=[CH:25][CH:24]=[CH:23][CH:22]=4)=[N:18]3)=[CH:13][CH:12]=2)[CH:5]=[CH:6][N:7]=1.C[N+]1([O-])CC[O:36]CC1.[O-]S([O-])=O.[Na+].[Na+].CCO[C:49]([CH3:51])=[O:50], predict the reaction product. The product is: [Cl:1][C:2]1[C:3]2[N:4]([C:8]([CH:27]3[CH2:30][C:51]([CH2:49][OH:50])([OH:36])[CH2:28]3)=[N:9][C:10]=2[C:11]2[CH:20]=[C:19]3[C:14]([CH:15]=[CH:16][C:17]([C:21]4[CH:26]=[CH:25][CH:24]=[CH:23][CH:22]=4)=[N:18]3)=[CH:13][CH:12]=2)[CH:5]=[CH:6][N:7]=1. (4) Given the reactants [CH3:1][C:2]1[CH:3]=[C:4]2[C:8](=[CH:9][CH:10]=1)[NH:7][C:6]1[CH2:11][CH:12]3[NH:16][CH:15]([C:5]2=1)[CH2:14][CH2:13]3.[C:17]([C:19]1[CH:20]=[CH:21][C:22]([CH3:25])=[N:23][CH:24]=1)#[CH:18], predict the reaction product. The product is: [CH3:1][C:2]1[CH:3]=[C:4]2[C:8](=[CH:9][CH:10]=1)[N:7](/[CH:18]=[CH:17]\[C:19]1[CH:24]=[N:23][C:22]([CH3:25])=[CH:21][CH:20]=1)[C:6]1[CH2:11][C@@H:12]3[NH:16][C@H:15]([C:5]2=1)[CH2:14][CH2:13]3. (5) The product is: [Br:13][C:14]1([N+:37]([O-:39])=[O:38])[CH:19]=[C:18]([C:20]2[C:32]3[C:31]([CH3:33])=[C:30]([CH3:34])[S:29][C:28]=3[C:27]([Br:35])=[C:26]3[C:21]=2[CH:22]=[CH:23][CH:24]=[CH:25]3)[CH:17]=[CH:16][CH:15]1[O:36][CH2:2][C:3]([OH:5])=[O:4]. Given the reactants Br[CH2:2][C:3]([O:5]C)=[O:4].C(=O)([O-])[O-].[K+].[K+].[Br:13][C:14]1([N+:37]([O-:39])=[O:38])[CH:19]=[C:18]([C:20]2[C:32]3[C:31]([CH3:33])=[C:30]([CH3:34])[S:29][C:28]=3[C:27]([Br:35])=[C:26]3[C:21]=2[CH:22]=[CH:23][CH:24]=[CH:25]3)[CH:17]=[CH:16][CH:15]1[OH:36].O, predict the reaction product. (6) Given the reactants [CH2:1]([OH:6])[CH2:2][CH2:3][CH2:4][OH:5].[C:7]([OH:18])(=[O:17])[C:8]1[CH:16]=[CH:15][C:11]([C:12]([OH:14])=[O:13])=[CH:10][CH:9]=1.C([Sn](=O)O)CCC, predict the reaction product. The product is: [CH2:1]([OH:6])[CH2:2][CH2:3][CH2:4][OH:5].[C:7]([OH:18])(=[O:17])[C:8]1[CH:16]=[CH:15][C:11]([C:12]([OH:14])=[O:13])=[CH:10][CH:9]=1. (7) Given the reactants [CH2:1]([O:8][C:9]([N:11]1[CH2:15][C:14](=[O:16])[CH2:13][N:12]1[C:17](=[O:26])[CH2:18][C:19]1[CH:24]=[CH:23][C:22]([F:25])=[CH:21][CH:20]=1)=[O:10])[C:2]1[CH:7]=[CH:6][CH:5]=[CH:4][CH:3]=1.CCOCC, predict the reaction product. The product is: [CH2:1]([O:8][C:9]([N:11]1[CH2:15][CH:14]([OH:16])[CH2:13][N:12]1[C:17](=[O:26])[CH2:18][C:19]1[CH:24]=[CH:23][C:22]([F:25])=[CH:21][CH:20]=1)=[O:10])[C:2]1[CH:7]=[CH:6][CH:5]=[CH:4][CH:3]=1.